This data is from Full USPTO retrosynthesis dataset with 1.9M reactions from patents (1976-2016). The task is: Predict the reactants needed to synthesize the given product. Given the product [C:36]([O:1][C:2]([CH3:35])([CH3:34])[C@@H:3]([NH:15][C:16]([C:18]1[CH:19]=[N:20][N:21]2[CH:26]=[C:25]([CH3:27])[C:24]([N:28]3[CH:32]=[C:31]([CH3:33])[N:30]=[N:29]3)=[N:23][C:22]=12)=[O:17])[C:4]1[CH:5]=[CH:6][C:7]([O:10][C:11]([F:14])([F:13])[F:12])=[CH:8][CH:9]=1)(=[O:38])[CH3:37], predict the reactants needed to synthesize it. The reactants are: [OH:1][C:2]([CH3:35])([CH3:34])[C@@H:3]([NH:15][C:16]([C:18]1[CH:19]=[N:20][N:21]2[CH:26]=[C:25]([CH3:27])[C:24]([N:28]3[CH:32]=[C:31]([CH3:33])[N:30]=[N:29]3)=[N:23][C:22]=12)=[O:17])[C:4]1[CH:9]=[CH:8][C:7]([O:10][C:11]([F:14])([F:13])[F:12])=[CH:6][CH:5]=1.[C:36](OC(=O)C)(=[O:38])[CH3:37].